This data is from Catalyst prediction with 721,799 reactions and 888 catalyst types from USPTO. The task is: Predict which catalyst facilitates the given reaction. Reactant: [CH3:1][C:2]1([CH3:23])[C:11]2[C:6](=[CH:7][C:8]([CH3:22])=[C:9]([CH2:13][C:14]3[O:18][C:17]([C:19]([OH:21])=O)=[CH:16][CH:15]=3)[C:10]=2[CH3:12])[O:5][CH2:4][CH2:3]1.CN(C(ON1N=NC2C=CC=NC1=2)=[N+](C)C)C.F[P-](F)(F)(F)(F)F.[CH3:48][O:49][C:50]1[C:55]([NH2:56])=[C:54]([O:57][CH3:58])[N:53]=[C:52]([NH:59][CH2:60][CH2:61][CH2:62][N:63]2[CH2:68][CH2:67][O:66][CH2:65][CH2:64]2)[N:51]=1. Product: [CH3:58][O:57][C:54]1[C:55]([NH:56][C:19]([C:17]2[O:18][C:14]([CH2:13][C:9]3[C:10]([CH3:12])=[C:11]4[C:6](=[CH:7][C:8]=3[CH3:22])[O:5][CH2:4][CH2:3][C:2]4([CH3:1])[CH3:23])=[CH:15][CH:16]=2)=[O:21])=[C:50]([O:49][CH3:48])[N:51]=[C:52]([NH:59][CH2:60][CH2:61][CH2:62][N:63]2[CH2:68][CH2:67][O:66][CH2:65][CH2:64]2)[N:53]=1. The catalyst class is: 3.